From a dataset of Full USPTO retrosynthesis dataset with 1.9M reactions from patents (1976-2016). Predict the reactants needed to synthesize the given product. (1) Given the product [N:1]1([S:11]([C:14]2[CH:22]=[CH:21][C:17]([C:18]([NH:34][C:31]3[S:32][CH:33]=[C:29]([C:26]4[CH:27]=[CH:28][C:23]([CH3:35])=[CH:24][CH:25]=4)[N:30]=3)=[O:20])=[CH:16][CH:15]=2)(=[O:13])=[O:12])[C:2]2[C:9](=[CH:10][CH:5]=[CH:4][CH:3]=2)[CH2:8][CH2:7][CH2:6]1, predict the reactants needed to synthesize it. The reactants are: [N:1]1([S:11]([C:14]2[CH:22]=[CH:21][C:17]([C:18]([OH:20])=O)=[CH:16][CH:15]=2)(=[O:13])=[O:12])[C:10]2[C:5](=[CH:6][CH:7]=[CH:8][CH:9]=2)[CH2:4][CH2:3][CH2:2]1.[C:23]1([CH3:35])[CH:28]=[CH:27][C:26]([C:29]2[N:30]=[C:31]([NH2:34])[S:32][CH:33]=2)=[CH:25][CH:24]=1. (2) Given the product [CH3:1][O:2][C:3]1[CH:8]=[CH:7][C:6]([C:9]2[N:10]=[C:11]([O:24][CH3:23])[O:12][C:13]=2[C:14]2[CH:19]=[CH:18][C:17]([O:20][CH3:21])=[CH:16][CH:15]=2)=[CH:5][CH:4]=1, predict the reactants needed to synthesize it. The reactants are: [CH3:1][O:2][C:3]1[CH:8]=[CH:7][C:6]([C:9]2[N:10]=[C:11](Cl)[O:12][C:13]=2[C:14]2[CH:19]=[CH:18][C:17]([O:20][CH3:21])=[CH:16][CH:15]=2)=[CH:5][CH:4]=1.[CH3:23][OH:24]. (3) Given the product [C:40]([O:39][C:37]([O:36][C:27]1[C:26]([C:44]([F:45])([F:46])[F:47])=[CH:25][CH:24]=[C:23]([CH2:22][O:1][C:2]2[CH:3]=[CH:4][C:5]([C:8]3[CH:13]=[CH:12][CH:11]=[C:10]([CH2:14][C:15]([O:17][CH3:18])=[O:16])[C:9]=3[O:19][CH3:20])=[CH:6][CH:7]=2)[C:28]=1[C:29]([O:31][C:32]([CH3:35])([CH3:34])[CH3:33])=[O:30])=[O:38])([CH3:41])([CH3:42])[CH3:43], predict the reactants needed to synthesize it. The reactants are: [OH:1][C:2]1[CH:7]=[CH:6][C:5]([C:8]2[CH:13]=[CH:12][CH:11]=[C:10]([CH2:14][C:15]([O:17][CH3:18])=[O:16])[C:9]=2[O:19][CH3:20])=[CH:4][CH:3]=1.Br[CH2:22][C:23]1[C:28]([C:29]([O:31][C:32]([CH3:35])([CH3:34])[CH3:33])=[O:30])=[C:27]([O:36][C:37]([O:39][C:40]([CH3:43])([CH3:42])[CH3:41])=[O:38])[C:26]([C:44]([F:47])([F:46])[F:45])=[CH:25][CH:24]=1. (4) Given the product [ClH:45].[ClH:47].[CH3:1][C@:2]1([NH2:36])[CH2:6][CH2:5][N:4]([C@@H:7]([C:12]2[CH:13]=[CH:14][C:15]3[N:16]([C:18]([C:21]4[CH:30]=[CH:29][C:28]5[C:23](=[CH:24][C:25]([O:31][CH2:32][CH2:33][O:34][CH3:35])=[CH:26][CH:27]=5)[N:22]=4)=[N:19][N:20]=3)[CH:17]=2)[C:8]([F:10])([F:11])[F:9])[CH2:3]1, predict the reactants needed to synthesize it. The reactants are: [CH3:1][C@:2]1([NH:36]C(=O)OC(C)(C)C)[CH2:6][CH2:5][N:4]([C@@H:7]([C:12]2[CH:13]=[CH:14][C:15]3[N:16]([C:18]([C:21]4[CH:30]=[CH:29][C:28]5[C:23](=[CH:24][C:25]([O:31][CH2:32][CH2:33][O:34][CH3:35])=[CH:26][CH:27]=5)[N:22]=4)=[N:19][N:20]=3)[CH:17]=2)[C:8]([F:11])([F:10])[F:9])[CH2:3]1.C(Cl)[Cl:45].[ClH:47]. (5) Given the product [NH:36]1[C:15]2[C:24]3[CH:23]=[CH:22][CH:21]=[CH:20][C:19]=3[N:18]=[CH:17][C:16]=2[N:26]=[CH:35]1, predict the reactants needed to synthesize it. The reactants are: [O-]S(C(F)(F)F)(=O)=O.S([O-])(=O)(=O)C.Cl[C:15]1[C:24]2[C:19](=[CH:20][CH:21]=[C:22](I)[CH:23]=2)[N:18]=[CH:17][C:16]=1[N+:26]([O-])=O.BrC1C=C2C(=CC=1)[N:36]=[CH:35]C([N+]([O-])=O)=C2Cl. (6) Given the product [Br:1][C:2]1[CH:3]=[C:4]([C:11]([C:14]2[CH:15]=[C:16]([CH2:17][OH:18])[CH:21]=[CH:22][CH:23]=2)([CH3:13])[CH3:12])[CH:5]=[C:6]([N+:8]([O-:10])=[O:9])[CH:7]=1, predict the reactants needed to synthesize it. The reactants are: [Br:1][C:2]1[CH:3]=[C:4]([C:11]([C:14]2[CH:15]=[C:16]([CH:21]=[CH:22][CH:23]=2)[C:17](OC)=[O:18])([CH3:13])[CH3:12])[CH:5]=[C:6]([N+:8]([O-:10])=[O:9])[CH:7]=1.[H-].[H-].[H-].[H-].[Li+].[Al+3].CC(C[AlH]CC(C)C)C.